Dataset: Forward reaction prediction with 1.9M reactions from USPTO patents (1976-2016). Task: Predict the product of the given reaction. (1) Given the reactants Br[C:2]1[CH:3]=[C:4]2[C:12](=[C:13]([C:15]([F:18])([F:17])[F:16])[CH:14]=1)[NH:11][C:10]1[C:9](=[O:19])[CH2:8][CH2:7][CH2:6][C:5]2=1.[C:20]([Cu])#[N:21], predict the reaction product. The product is: [O:19]=[C:9]1[C:10]2[NH:11][C:12]3[C:4](=[CH:3][C:2]([C:20]#[N:21])=[CH:14][C:13]=3[C:15]([F:18])([F:17])[F:16])[C:5]=2[CH2:6][CH2:7][CH2:8]1. (2) Given the reactants [Cl:1][C:2]1[C:7]([C:8]#[N:9])=[CH:6][N:5]=[C:4]2[CH:10]=[CH:11][S:12][C:3]=12.C([N-]C(C)C)(C)C.[Li+].[Br:21]N1C(=O)CCC1=O.O, predict the reaction product. The product is: [Br:21][C:11]1[S:12][C:3]2[C:4](=[N:5][CH:6]=[C:7]([C:8]#[N:9])[C:2]=2[Cl:1])[CH:10]=1. (3) Given the reactants P(Br)(Br)([Br:3])=O.[Cl:6][C:7]1[CH:8]=[CH:9][C:10]([N:13]2[CH2:24][CH2:23][C:16]3[N:17]=[CH:18][N:19]=[C:20](OC)[C:15]=3[CH2:14]2)=[N:11][CH:12]=1.C1(OC)C=CC=CC=1.[OH-].[K+], predict the reaction product. The product is: [Br:3][C:20]1[C:15]2[CH2:14][N:13]([C:10]3[CH:9]=[CH:8][C:7]([Cl:6])=[CH:12][N:11]=3)[CH2:24][CH2:23][C:16]=2[N:17]=[CH:18][N:19]=1. (4) Given the reactants Cl.[CH3:2][O:3][C:4]1[CH:9]=[CH:8][C:7]([C:10](=[O:26])[CH2:11][C:12]2[CH:17]=[CH:16][N:15]=[C:14]([NH:18]C(OC(C)(C)C)=O)[CH:13]=2)=[CH:6][CH:5]=1, predict the reaction product. The product is: [NH2:18][C:14]1[CH:13]=[C:12]([CH2:11][C:10]([C:7]2[CH:8]=[CH:9][C:4]([O:3][CH3:2])=[CH:5][CH:6]=2)=[O:26])[CH:17]=[CH:16][N:15]=1. (5) Given the reactants [C:1]1([S:7]([N:10]2[C:14]3=[N:15][CH:16]=[C:17]([N+:20]([O-:22])=[O:21])[C:18](Cl)=[C:13]3[CH:12]=[CH:11]2)(=[O:9])=[O:8])[CH:6]=[CH:5][CH:4]=[CH:3][CH:2]=1.[NH2:23][C@H:24]1[CH2:29][CH2:28][CH2:27][N:26]([C:30]([O:32][C:33]([CH3:36])([CH3:35])[CH3:34])=[O:31])[CH2:25]1.C(N(C(C)C)CC)(C)C, predict the reaction product. The product is: [C:33]([O:32][C:30]([N:26]1[CH2:27][CH2:28][CH2:29][C@H:24]([NH:23][C:18]2[C:17]([N+:20]([O-:22])=[O:21])=[CH:16][N:15]=[C:14]3[N:10]([S:7]([C:1]4[CH:6]=[CH:5][CH:4]=[CH:3][CH:2]=4)(=[O:9])=[O:8])[CH:11]=[CH:12][C:13]=23)[CH2:25]1)=[O:31])([CH3:36])([CH3:34])[CH3:35]. (6) Given the reactants [Cl:1][C:2]1[CH:3]=[CH:4][C:5]([CH3:10])=[C:6]([CH:9]=1)[C:7]#[N:8].[Br:11]N1C(=O)CCC1=O.C(OOC(=O)C1C=CC=CC=1)(=O)C1C=CC=CC=1, predict the reaction product. The product is: [Br:11][CH2:10][C:5]1[CH:4]=[CH:3][C:2]([Cl:1])=[CH:9][C:6]=1[C:7]#[N:8]. (7) The product is: [O:28]=[S:26]1(=[O:29])[CH2:27][CH:23]([C:17]2[CH:22]=[CH:21][CH:20]=[CH:19][CH:18]=2)[CH2:24][N:25]1[C:2]1[C:11]([S:12]([CH3:15])(=[O:14])=[O:13])=[CH:10][C:5]([C:6]([O:8][CH3:9])=[O:7])=[C:4]([CH3:16])[CH:3]=1. Given the reactants F[C:2]1[C:11]([S:12]([CH3:15])(=[O:14])=[O:13])=[CH:10][C:5]([C:6]([O:8][CH3:9])=[O:7])=[C:4]([CH3:16])[CH:3]=1.[C:17]1([CH:23]2[CH2:27][S:26](=[O:29])(=[O:28])[NH:25][CH2:24]2)[CH:22]=[CH:21][CH:20]=[CH:19][CH:18]=1.C([O-])([O-])=O.[Cs+].[Cs+].C([O-])(O)=O.[Na+], predict the reaction product.